This data is from Reaction yield outcomes from USPTO patents with 853,638 reactions. The task is: Predict the reaction yield, written as a fraction of the theoretical maximum amount of product (1.0 means a 100% yield; for example, 0.34 means a 34% yield). The reactants are [CH2:1]([N:8]1[CH:12]=[C:11]([C:13]2[NH:21][C:20]3[C:19](=[O:22])[N:18]([CH2:23][CH2:24][CH3:25])[C:17](Cl)=[N:16][C:15]=3[N:14]=2)[CH:10]=[N:9]1)[C:2]1[CH:7]=[CH:6][CH:5]=[CH:4][CH:3]=1.[CH:27]([N:30](C(C)C)CC)(C)C.FC(F)(F)C1C=CC(CN)=CC=1. The catalyst is CN1C(=O)CCC1. The product is [CH2:1]([N:8]1[CH:12]=[C:11]([C:13]2[NH:21][C:20]3[C:19](=[O:22])[N:18]([CH2:23][CH2:24][CH3:25])[C:17]([NH:30][CH3:27])=[N:16][C:15]=3[N:14]=2)[CH:10]=[N:9]1)[C:2]1[CH:7]=[CH:6][CH:5]=[CH:4][CH:3]=1. The yield is 0.320.